From a dataset of NCI-60 drug combinations with 297,098 pairs across 59 cell lines. Regression. Given two drug SMILES strings and cell line genomic features, predict the synergy score measuring deviation from expected non-interaction effect. (1) Drug 1: C1=NC2=C(N=C(N=C2N1C3C(C(C(O3)CO)O)F)Cl)N. Drug 2: CS(=O)(=O)OCCCCOS(=O)(=O)C. Cell line: COLO 205. Synergy scores: CSS=1.82, Synergy_ZIP=-7.50, Synergy_Bliss=-10.5, Synergy_Loewe=-10.4, Synergy_HSA=-11.4. (2) Drug 1: COC1=C(C=C2C(=C1)N=CN=C2NC3=CC(=C(C=C3)F)Cl)OCCCN4CCOCC4. Drug 2: CC1CCC2CC(C(=CC=CC=CC(CC(C(=O)C(C(C(=CC(C(=O)CC(OC(=O)C3CCCCN3C(=O)C(=O)C1(O2)O)C(C)CC4CCC(C(C4)OC)OCCO)C)C)O)OC)C)C)C)OC. Cell line: LOX IMVI. Synergy scores: CSS=18.8, Synergy_ZIP=-3.93, Synergy_Bliss=1.56, Synergy_Loewe=-1.33, Synergy_HSA=5.24. (3) Drug 1: CN1CCC(CC1)COC2=C(C=C3C(=C2)N=CN=C3NC4=C(C=C(C=C4)Br)F)OC. Drug 2: C1=CN(C(=O)N=C1N)C2C(C(C(O2)CO)O)O.Cl. Cell line: MALME-3M. Synergy scores: CSS=41.4, Synergy_ZIP=1.18, Synergy_Bliss=2.82, Synergy_Loewe=-20.7, Synergy_HSA=3.48.